This data is from HIV replication inhibition screening data with 41,000+ compounds from the AIDS Antiviral Screen. The task is: Binary Classification. Given a drug SMILES string, predict its activity (active/inactive) in a high-throughput screening assay against a specified biological target. (1) The compound is CC(C)N(C(=O)C12C3C4C5C3C1(C(=O)N(C(C)C)C(C)C)C5(C#N)C42)C(C)C. The result is 0 (inactive). (2) The drug is CC(C)(C)OC(=O)N1Cc2cc(O)ccc2CC1C(=O)O. The result is 0 (inactive). (3) The compound is Cc1ccc(S(=O)(=O)C2=Cc3ccccc3C2(O)c2ccccc2)cc1. The result is 0 (inactive). (4) The drug is Cc1ccc(N=Nc2ccc(N(CCC#N)CCC#N)cc2C)c(Br)c1. The result is 0 (inactive). (5) The compound is CN1C(=O)C(=Nn2c(-c3ccccc3)nc3ccccc3c2=O)c2ccccc21. The result is 0 (inactive).